From a dataset of HIV replication inhibition screening data with 41,000+ compounds from the AIDS Antiviral Screen. Binary Classification. Given a drug SMILES string, predict its activity (active/inactive) in a high-throughput screening assay against a specified biological target. (1) The compound is CCC(C(=NNc1c(Cl)cc(Cl)cc1Cl)c1ccccc1)n1ccnc1C. The result is 0 (inactive). (2) The drug is CN(C)c1ccc(C=C(C#N)C(=O)O)cc1. The result is 0 (inactive). (3) The molecule is Cc1cc(=O)c2c([nH]1)N=S(=O)(O)N=C2O. The result is 0 (inactive). (4) The result is 0 (inactive). The compound is C=CCOc1ccc(C2C(C(=O)OCC)C(=O)CC(C)(O)C2C(=O)OCC)cc1OC. (5) The drug is CN(C)Cc1cc(N=Nc2ccccc2)cc(CN(C)C)c1O.Cl. The result is 0 (inactive). (6) The molecule is NCCCNCCCCN(CCCN)[N+](=O)[N-]O. The result is 0 (inactive).